Task: Predict the reaction yield, written as a fraction of the theoretical maximum amount of product (1.0 means a 100% yield; for example, 0.34 means a 34% yield).. Dataset: Reaction yield outcomes from USPTO patents with 853,638 reactions (1) The reactants are [CH2:1]=[C:2]1[CH2:8][CH:7]2[N:9]([C:10]([O:12][C:13]([CH3:16])([CH3:15])[CH3:14])=[O:11])[CH:4]([CH2:5][CH2:6]2)[CH2:3]1.[OH-:17].[Na+].OO. The yield is 0.900. The product is [OH:17][CH2:1][CH:2]1[CH2:3][CH:4]2[N:9]([C:10]([O:12][C:13]([CH3:16])([CH3:15])[CH3:14])=[O:11])[CH:7]([CH2:6][CH2:5]2)[CH2:8]1. The catalyst is C1COCC1. (2) The reactants are CS(C)=O.C(Cl)(=O)C(Cl)=O.[F:11][C:12]1([F:20])[CH2:17][CH2:16][CH:15]([CH2:18][OH:19])[CH2:14][CH2:13]1.CCN(CC)CC. The catalyst is C(Cl)Cl. The product is [F:11][C:12]1([F:20])[CH2:17][CH2:16][CH:15]([CH:18]=[O:19])[CH2:14][CH2:13]1. The yield is 0.640. (3) The reactants are [CH2:1]([N:8]1[CH:16]=[C:15]2[C:10]([CH:11]=[C:12]([B:17]3[O:21][C:20]([CH3:23])([CH3:22])[C:19]([CH3:25])([CH3:24])[O:18]3)[CH:13]=[CH:14]2)=[N:9]1)[C:2]1[CH:7]=[CH:6][CH:5]=[CH:4][CH:3]=1.[Cl:26]N1C(=O)CCC1=O. The catalyst is C1COCC1. The product is [CH2:1]([N:8]1[C:16]([Cl:26])=[C:15]2[C:10]([CH:11]=[C:12]([B:17]3[O:18][C:19]([CH3:25])([CH3:24])[C:20]([CH3:23])([CH3:22])[O:21]3)[CH:13]=[CH:14]2)=[N:9]1)[C:2]1[CH:3]=[CH:4][CH:5]=[CH:6][CH:7]=1. The yield is 0.820. (4) The product is [CH3:9][O:8][C:6](=[O:7])[C:5]1[CH:4]=[CH:3][C:2]([O:1][C:13]2[CH:20]=[CH:19][C:16]([CH:17]=[O:18])=[CH:15][CH:14]=2)=[CH:11][CH:10]=1. The yield is 0.800. The reactants are [OH:1][C:2]1[CH:11]=[CH:10][C:5]([C:6]([O:8][CH3:9])=[O:7])=[CH:4][CH:3]=1.F[C:13]1[CH:20]=[CH:19][C:16]([CH:17]=[O:18])=[CH:15][CH:14]=1.Cl. The catalyst is CN(C)C(=O)C.O. (5) The reactants are CN(C(ON1N=NC2C=CC=NC1=2)=[N+](C)C)C.F[P-](F)(F)(F)(F)F.Cl.[F:26][C:27]1[CH:28]=[C:29]([NH:38][C:39]([C@H:41]2[C:50]3[C:45](=[CH:46][C:47]([CH2:51][O:52][CH3:53])=[CH:48][CH:49]=3)[CH2:44][CH2:43][NH:42]2)=[O:40])[CH:30]=[C:31]2[C:35]=1[C:34]([CH3:37])([CH3:36])[CH2:33][CH2:32]2.[C:54]([O:58][C:59](=[O:68])[CH2:60][C@H:61]1[CH2:64][C@H:63]([C:65](O)=[O:66])[CH2:62]1)([CH3:57])([CH3:56])[CH3:55].CCN(C(C)C)C(C)C. The catalyst is CN(C=O)C.O. The product is [F:26][C:27]1[CH:28]=[C:29]([NH:38][C:39]([C@H:41]2[C:50]3[C:45](=[CH:46][C:47]([CH2:51][O:52][CH3:53])=[CH:48][CH:49]=3)[CH2:44][CH2:43][N:42]2[C:65]([C@H:63]2[CH2:62][C@H:61]([CH2:60][C:59]([O:58][C:54]([CH3:57])([CH3:56])[CH3:55])=[O:68])[CH2:64]2)=[O:66])=[O:40])[CH:30]=[C:31]2[C:35]=1[C:34]([CH3:37])([CH3:36])[CH2:33][CH2:32]2. The yield is 1.07. (6) The reactants are [CH2:1]1[CH:10]2[CH:5]([CH2:6][CH2:7][CH2:8][CH:9]2[C:11]([O:13][CH2:14][CH3:15])=[O:12])[CH2:4][CH2:3][NH:2]1.CN(C)CCCN=C=NCC.[F:27][C:28]1[CH:33]=[CH:32][C:31]([CH2:34][CH2:35][C:36](O)=[O:37])=[CH:30][CH:29]=1.Cl. The catalyst is ClCCl. The product is [F:27][C:28]1[CH:29]=[CH:30][C:31]([CH2:34][CH2:35][C:36]([N:2]2[CH2:3][CH2:4][CH:5]3[CH:10]([CH:9]([C:11]([O:13][CH2:14][CH3:15])=[O:12])[CH2:8][CH2:7][CH2:6]3)[CH2:1]2)=[O:37])=[CH:32][CH:33]=1. The yield is 0.820. (7) The reactants are N12CCN(CC1)CC2.[CH3:9][N:10]([CH3:15])[S:11](Cl)(=[O:13])=[O:12].[CH2:16]([O:18][C:19]([C:21]1[NH:22][N:23]=[C:24]([CH2:26][O:27][C:28]2[CH:33]=[CH:32][CH:31]=[CH:30][CH:29]=2)[CH:25]=1)=[O:20])[CH3:17]. The catalyst is CC#N.O. The product is [CH2:16]([O:18][C:19]([C:21]1[N:22]([S:11](=[O:13])(=[O:12])[N:10]([CH3:15])[CH3:9])[N:23]=[C:24]([CH2:26][O:27][C:28]2[CH:33]=[CH:32][CH:31]=[CH:30][CH:29]=2)[CH:25]=1)=[O:20])[CH3:17]. The yield is 0.840. (8) The reactants are C([O:3][C:4]([C:6]1[NH:7][C:8]2[C:13]([C:14]=1[C:15]1[CH:20]=[CH:19][CH:18]=[CH:17][CH:16]=1)=[CH:12][C:11]([NH:21][S:22]([C:25]1[CH:30]=[CH:29][C:28]([C:31]([CH3:34])([CH3:33])[CH3:32])=[CH:27][CH:26]=1)(=[O:24])=[O:23])=[CH:10][CH:9]=2)=[O:5])C.[OH-].[Na+]. The catalyst is C(O)C.O. The product is [C:31]([C:28]1[CH:27]=[CH:26][C:25]([S:22]([NH:21][C:11]2[CH:12]=[C:13]3[C:8](=[CH:9][CH:10]=2)[NH:7][C:6]([C:4]([OH:5])=[O:3])=[C:14]3[C:15]2[CH:20]=[CH:19][CH:18]=[CH:17][CH:16]=2)(=[O:24])=[O:23])=[CH:30][CH:29]=1)([CH3:34])([CH3:32])[CH3:33]. The yield is 0.920. (9) The reactants are [CH3:1][CH:2]([CH3:6])[CH2:3][CH:4]=O.[NH2:7][N:8]1[CH2:12][CH2:11][CH2:10][CH:9]1[C:13]([O:15][CH3:16])=[O:14]. The catalyst is CO.O. The product is [CH3:16][O:15][C:13]([CH:9]1[CH2:10][CH2:11][CH2:12][N:8]1[N:7]=[CH:4][CH2:3][CH:2]([CH3:6])[CH3:1])=[O:14]. The yield is 0.127. (10) The reactants are [CH3:1][O:2][C:3]1[N:8]=[CH:7][C:6]([N:9]2[C:13]([C:14]3[CH:18]=[CH:17][NH:16][CH:15]=3)=[CH:12][C:11]([C:19]([OH:21])=O)=[N:10]2)=[CH:5][CH:4]=1.Cl.[CH3:23][NH:24][CH3:25]. No catalyst specified. The product is [CH3:23][N:24]([CH3:25])[C:19]([C:11]1[CH:12]=[C:13]([C:14]2[CH:18]=[CH:17][NH:16][CH:15]=2)[N:9]([C:6]2[CH:7]=[N:8][C:3]([O:2][CH3:1])=[CH:4][CH:5]=2)[N:10]=1)=[O:21]. The yield is 0.370.